Dataset: Full USPTO retrosynthesis dataset with 1.9M reactions from patents (1976-2016). Task: Predict the reactants needed to synthesize the given product. (1) Given the product [Cl:16][C:17]1[CH:22]=[CH:21][CH:20]=[CH:19][C:18]=1[C:2]1[C:3]([C:9]2[CH:14]=[CH:13][C:12]([Cl:15])=[CH:11][CH:10]=2)=[CH:4][C:5]([F:8])=[N:6][CH:7]=1, predict the reactants needed to synthesize it. The reactants are: Cl[C:2]1[C:3]([C:9]2[CH:14]=[CH:13][C:12]([Cl:15])=[CH:11][CH:10]=2)=[CH:4][C:5]([F:8])=[N:6][CH:7]=1.[Cl:16][C:17]1[CH:22]=[CH:21][CH:20]=[CH:19][C:18]=1B(O)O.ClC1C=CC=CC=1C1C(C2C=CC(Cl)=CC=2)=CC2N(C(=O)N(CC3C=NC(C(F)(F)F)=CC=3)N=2)C=1C. (2) The reactants are: [NH:1]1[CH:5]=[C:4]([C:6](=[O:8])[CH3:7])[N:3]=[CH:2]1.C(N(CC)CC)C.[C:16](Cl)([C:29]1[CH:34]=[CH:33][CH:32]=[CH:31][CH:30]=1)([C:23]1[CH:28]=[CH:27][CH:26]=[CH:25][CH:24]=1)[C:17]1[CH:22]=[CH:21][CH:20]=[CH:19][CH:18]=1. Given the product [C:17]1([C:16]([C:23]2[CH:24]=[CH:25][CH:26]=[CH:27][CH:28]=2)([C:29]2[CH:30]=[CH:31][CH:32]=[CH:33][CH:34]=2)[N:1]2[CH:5]=[C:4]([C:6](=[O:8])[CH3:7])[N:3]=[CH:2]2)[CH:18]=[CH:19][CH:20]=[CH:21][CH:22]=1, predict the reactants needed to synthesize it. (3) Given the product [C:10]1([C:8]2[O:7][N:6]=[C:5]([C:3]([OH:4])=[O:2])[CH:9]=2)[CH:11]=[CH:12][CH:13]=[CH:14][CH:15]=1, predict the reactants needed to synthesize it. The reactants are: C[O:2][C:3]([C:5]1[CH:9]=[C:8]([C:10]2[CH:15]=[CH:14][CH:13]=[CH:12][CH:11]=2)[O:7][N:6]=1)=[O:4].CO.O.O[Li].O. (4) Given the product [NH2:27][C:28]1[NH:29][C:30](=[O:56])[C:31]2[N:32]=[CH:33][N:34]([C@@H:37]3[O:41][C@H:40]([CH2:42][NH:43][C:44]4[C:45](=[O:53])[C:46](=[O:52])[C:47]=4[NH:48][CH2:49][CH2:50][NH:51][C:22](=[O:23])/[CH:21]=[CH:20]/[CH2:19][N:16]4[CH2:17][CH2:18][N:13]([C:11](=[O:12])[CH2:10][NH:9][C:5]5[CH:6]=[C:7]([I:8])[C:2]([Cl:1])=[CH:3][C:4]=5[O:25][CH3:26])[CH2:14][CH2:15]4)[C@@H:39]([OH:54])[C@H:38]3[OH:55])[C:35]=2[N:36]=1, predict the reactants needed to synthesize it. The reactants are: [Cl:1][C:2]1[C:7]([I:8])=[CH:6][C:5]([NH:9][CH2:10][C:11]([N:13]2[CH2:18][CH2:17][N:16]([CH2:19]/[CH:20]=[CH:21]/[C:22](O)=[O:23])[CH2:15][CH2:14]2)=[O:12])=[C:4]([O:25][CH3:26])[CH:3]=1.[NH2:27][C:28]1[NH:29][C:30](=[O:56])[C:31]2[N:32]=[CH:33][N:34]([C@@H:37]3[O:41][C@H:40]([CH2:42][NH:43][C:44]4[C:45](=[O:53])[C:46](=[O:52])[C:47]=4[NH:48][CH2:49][CH2:50][NH2:51])[C@@H:39]([OH:54])[C@H:38]3[OH:55])[C:35]=2[N:36]=1.CN(C(ON1N=NC2C=CC=NC1=2)=[N+](C)C)C.F[P-](F)(F)(F)(F)F.CCN(C(C)C)C(C)C.